This data is from Reaction yield outcomes from USPTO patents with 853,638 reactions. The task is: Predict the reaction yield, written as a fraction of the theoretical maximum amount of product (1.0 means a 100% yield; for example, 0.34 means a 34% yield). (1) The reactants are [N:1]1[CH:6]=[CH:5][CH:4]=[CH:3][C:2]=1[C:7]([CH2:9][C:10]([O:12][CH2:13][CH3:14])=[O:11])=[O:8].[N:15]([O-])=[O:16].[Na+]. The catalyst is C(O)(=O)C.O. The product is [OH:16][N:15]=[C:9]([C:7](=[O:8])[C:2]1[CH:3]=[CH:4][CH:5]=[CH:6][N:1]=1)[C:10]([O:12][CH2:13][CH3:14])=[O:11]. The yield is 0.610. (2) The reactants are [CH3:1][O:2][C:3]1[CH:8]=[CH:7][C:6]([NH2:9])=[CH:5][CH:4]=1.C(N(CC)CC)C.[C:17](O)(=[O:24])[C:18]1[CH:23]=[CH:22][N:21]=[CH:20][CH:19]=1.CCCP1(OP(CCC)(=O)OP(CCC)(=O)O1)=O. The catalyst is C(OCC)(=O)C. The product is [CH3:1][O:2][C:3]1[CH:8]=[CH:7][C:6]([NH:9][C:17](=[O:24])[C:18]2[CH:23]=[CH:22][N:21]=[CH:20][CH:19]=2)=[CH:5][CH:4]=1. The yield is 0.880. (3) No catalyst specified. The reactants are [CH3:1][O:2][C:3]([C:5]1[CH:13]=[C:12]2[C:8]([C:9]3[CH:17]=[C:16]([CH3:18])[CH:15]=[N:14][C:10]=3[NH:11]2)=[C:7](I)[CH:6]=1)=[O:4].[CH2:20]([S:22]([C:25]1[CH:26]=[C:27](C2C=C(C(F)(F)F)C(C)=C([N+]([O-])=O)C=2C2C(F)=NC=C(C)C=2)[CH:28]=[CH:29][CH:30]=1)(=[O:24])=[O:23])[CH3:21]. The product is [CH3:1][O:2][C:3]([C:5]1[CH:13]=[C:12]2[C:8]([C:9]3[CH:17]=[C:16]([CH3:18])[CH:15]=[N:14][C:10]=3[NH:11]2)=[C:7]([C:27]2[CH:28]=[CH:29][CH:30]=[C:25]([S:22]([CH2:20][CH3:21])(=[O:23])=[O:24])[CH:26]=2)[CH:6]=1)=[O:4]. The yield is 0.650. (4) The reactants are [C:1]1([NH:7][NH2:8])[CH:6]=[CH:5][CH:4]=[CH:3][CH:2]=1.CC(C)([O-])C.[K+].[N:15]1[CH:20]=[CH:19][C:18]([C:21]2[C:30]3[C:25](=[CH:26][CH:27]=[C:28]([C:31]#[C:32][C:33](OCC)=[O:34])[CH:29]=3)[N:24]=[CH:23][CH:22]=2)=[CH:17][CH:16]=1. The catalyst is C1COCC1. The product is [C:1]1([N:7]2[C:31]([C:28]3[CH:29]=[C:30]4[C:25](=[CH:26][CH:27]=3)[N:24]=[CH:23][CH:22]=[C:21]4[C:18]3[CH:17]=[CH:16][N:15]=[CH:20][CH:19]=3)=[CH:32][C:33](=[O:34])[NH:8]2)[CH:6]=[CH:5][CH:4]=[CH:3][CH:2]=1. The yield is 0.0600. (5) The reactants are [CH3:1][CH:2]1[CH:10]2[CH2:11][CH2:12][C:13]3[CH:14]=[N:15][C:16]([C:19]4[CH:24]=[CH:23][CH:22]=[CH:21][CH:20]=4)=[N:17][C:18]=3[C:9]2([C:25]2[CH:30]=[CH:29][CH:28]=[CH:27][CH:26]=2)[CH2:8][C:4]2[CH:5]=[N:6][O:7][C:3]1=2.C[O-].[Na+]. The catalyst is CO.O1CCCC1. The product is [CH3:1][CH:2]1[CH:10]2[CH2:11][CH2:12][C:13]3[CH:14]=[N:15][C:16]([C:19]4[CH:20]=[CH:21][CH:22]=[CH:23][CH:24]=4)=[N:17][C:18]=3[C:9]2([C:25]2[CH:30]=[CH:29][CH:28]=[CH:27][CH:26]=2)[CH2:8][CH:4]([C:5]#[N:6])[C:3]1=[O:7]. The yield is 1.00. (6) The yield is 0.480. The reactants are [C:1]([O:5][C:6]([N:8]1[CH:17]([CH:18]([OH:22])[CH:19]([OH:21])[CH3:20])[CH2:16][NH:15][C:14]2[NH:13][C:12]([N:23]=[CH:24][N:25]([CH3:27])[CH3:26])=[N:11][C:10](=[O:28])[C:9]1=2)=[O:7])([CH3:4])([CH3:3])[CH3:2].[C:29]([NH:36][C@H:37]([C:42](O)=[O:43])[C@H:38]([CH2:40][CH3:41])[CH3:39])([O:31][C:32]([CH3:35])([CH3:34])[CH3:33])=[O:30]. The product is [C:1]([O:5][C:6]([N:8]1[CH:17]([CH:18]([OH:22])[CH:19]([O:21][C:42](=[O:43])[CH:37]([NH:36][C:29]([O:31][C:32]([CH3:33])([CH3:35])[CH3:34])=[O:30])[CH:38]([CH3:39])[CH2:40][CH3:41])[CH3:20])[CH2:16][NH:15][C:14]2[NH:13][C:12]([N:23]=[CH:24][N:25]([CH3:26])[CH3:27])=[N:11][C:10](=[O:28])[C:9]1=2)=[O:7])([CH3:4])([CH3:3])[CH3:2]. No catalyst specified. (7) The catalyst is C(#N)C.[Cu]Cl. The yield is 0.550. The reactants are [Br:1][C:2]1[CH:7]=[CH:6][C:5]([N:8]=[C:9]=S)=[CH:4][CH:3]=1.[NH2:11][C:12]1[CH:13]=[C:14]([CH:17]=[CH:18][C:19]=1[OH:20])[C:15]#[N:16].C(N(CC)CC)C. The product is [Br:1][C:2]1[CH:7]=[CH:6][C:5]([NH:8][C:9]2[O:20][C:19]3[CH:18]=[CH:17][C:14]([C:15]#[N:16])=[CH:13][C:12]=3[N:11]=2)=[CH:4][CH:3]=1.